Dataset: Forward reaction prediction with 1.9M reactions from USPTO patents (1976-2016). Task: Predict the product of the given reaction. (1) Given the reactants I[C:2]1[S:6][C:5]([C:7]2([OH:13])[CH2:12][CH2:11][O:10][CH2:9][CH2:8]2)=[N:4][CH:3]=1.[N+:14]([C:17]1[CH:22]=[CH:21][C:20](B(O)O)=[CH:19][CH:18]=1)([O-:16])=[O:15].[F-].[K+].C(COC)OC, predict the reaction product. The product is: [N+:14]([C:17]1[CH:22]=[CH:21][C:20]([C:2]2[S:6][C:5]([C:7]3([OH:13])[CH2:12][CH2:11][O:10][CH2:9][CH2:8]3)=[N:4][CH:3]=2)=[CH:19][CH:18]=1)([O-:16])=[O:15]. (2) Given the reactants Cl[C:2]1[CH:7]=[C:6]([N:8]2[CH2:13][CH2:12][N:11]([CH3:14])[CH2:10][CH2:9]2)[C:5]([N+:15]([O-:17])=[O:16])=[CH:4][N:3]=1.[CH3:18][NH2:19].C1COCC1, predict the reaction product. The product is: [CH3:18][NH:19][C:2]1[CH:7]=[C:6]([N:8]2[CH2:13][CH2:12][N:11]([CH3:14])[CH2:10][CH2:9]2)[C:5]([N+:15]([O-:17])=[O:16])=[CH:4][N:3]=1. (3) The product is: [F:32][C:29]([F:30])([F:31])[C:38]([OH:37])=[O:35].[CH3:34][O:33][C:15]1[N:14]=[C:13]([N:8]2[CH2:9][CH2:10][CH2:11][CH2:12][CH:7]2[C:5]([OH:6])=[O:4])[CH:18]=[C:17]([NH:19][CH2:20][CH2:21][C:22]2[CH:23]=[CH:24][C:25]([O:28][C:29]([F:31])([F:32])[F:30])=[CH:26][CH:27]=2)[N:16]=1. Given the reactants Cl.C([O:4][C:5]([CH:7]1[CH2:12][CH2:11][CH2:10][CH2:9][N:8]1[C:13]1[CH:18]=[C:17]([NH:19][CH2:20][CH2:21][C:22]2[CH:27]=[CH:26][C:25]([O:28][C:29]([F:32])([F:31])[F:30])=[CH:24][CH:23]=2)[N:16]=[C:15]([O:33][CH3:34])[N:14]=1)=[O:6])C.[OH-:35].[Na+].[OH2:37].[CH3:38]O, predict the reaction product. (4) Given the reactants [C:1]([C:4]1[CH:5]=[C:6](B(O)O)[CH:7]=[CH:8][CH:9]=1)([OH:3])=[O:2].Cl[C:14]1[CH:19]=[N:18][CH:17]=[CH:16][N:15]=1.C(=O)([O-])[O-].[Na+].[Na+].Cl, predict the reaction product. The product is: [N:15]1[CH:16]=[CH:17][N:18]=[CH:19][C:14]=1[C:6]1[CH:5]=[C:4]([CH:9]=[CH:8][CH:7]=1)[C:1]([OH:3])=[O:2]. (5) The product is: [NH2:36][C:34]1[CH:33]=[CH:32][C:31]([O:39][CH3:40])=[C:30]([C:21]2[CH:22]=[CH:23][C:24]([C:26]([F:28])([F:29])[F:27])=[CH:25][C:20]=2[CH2:19][N:15]2[C@@H:14]([CH3:41])[C@@H:13]([C:5]3[CH:6]=[C:7]([C:9]([F:10])([F:11])[F:12])[CH:8]=[C:3]([C:2]([F:43])([F:1])[F:42])[CH:4]=3)[O:17][C:16]2=[O:18])[CH:35]=1. Given the reactants [F:1][C:2]([F:43])([F:42])[C:3]1[CH:4]=[C:5]([C@H:13]2[O:17][C:16](=[O:18])[N:15]([CH2:19][C:20]3[CH:25]=[C:24]([C:26]([F:29])([F:28])[F:27])[CH:23]=[CH:22][C:21]=3[C:30]3[CH:35]=[C:34]([N+:36]([O-])=O)[CH:33]=[CH:32][C:31]=3[O:39][CH3:40])[C@H:14]2[CH3:41])[CH:6]=[C:7]([C:9]([F:12])([F:11])[F:10])[CH:8]=1, predict the reaction product. (6) Given the reactants C(=O)([O-])[O-].[K+].[K+].Cl[C:8]1[CH:9]=[C:10]([CH:15]=[CH:16][N:17]=1)[C:11]([O:13][CH3:14])=[O:12].[Cl:18][C:19]1[CH:24]=[C:23]([Cl:25])[CH:22]=[CH:21][C:20]=1B(O)O.CO, predict the reaction product. The product is: [Cl:18][C:19]1[CH:24]=[C:23]([Cl:25])[CH:22]=[CH:21][C:20]=1[C:8]1[CH:9]=[C:10]([CH:15]=[CH:16][N:17]=1)[C:11]([O:13][CH3:14])=[O:12]. (7) Given the reactants Br[C:2]1[C:3]2[CH2:10][CH2:9][C:8]([CH3:12])([OH:11])[C:4]=2[CH:5]=[N:6][CH:7]=1.[F:13][C:14]([F:25])([F:24])[C:15]1[CH:20]=[CH:19][C:18](B(O)O)=[CH:17][CH:16]=1, predict the reaction product. The product is: [CH3:12][C:8]1([OH:11])[C:4]2[CH:5]=[N:6][CH:7]=[C:2]([C:18]3[CH:19]=[CH:20][C:15]([C:14]([F:25])([F:24])[F:13])=[CH:16][CH:17]=3)[C:3]=2[CH2:10][CH2:9]1. (8) Given the reactants [S:1]1[CH:5]=[CH:4][CH:3]=[C:2]1[S:6]([NH:9][C:10]1[CH:11]=[CH:12][CH:13]=[C:14]2[C:18]=1[NH:17][C:16]([C:19](=[S:21])[NH2:20])=[CH:15]2)(=[O:8])=[O:7].Br[CH2:23][C:24](=O)[C:25]([O:27][CH2:28][CH3:29])=[O:26].C(O)C.CN(C)C(=O)C, predict the reaction product. The product is: [S:1]1[CH:5]=[CH:4][CH:3]=[C:2]1[S:6]([NH:9][C:10]1[CH:11]=[CH:12][CH:13]=[C:14]2[C:18]=1[NH:17][C:16]([C:19]1[S:21][CH:23]=[C:24]([C:25]([O:27][CH2:28][CH3:29])=[O:26])[N:20]=1)=[CH:15]2)(=[O:7])=[O:8].